From a dataset of HIV replication inhibition screening data with 41,000+ compounds from the AIDS Antiviral Screen. Binary Classification. Given a drug SMILES string, predict its activity (active/inactive) in a high-throughput screening assay against a specified biological target. (1) The drug is Cc1nnc(Nc2ccc(Cl)cc2)o1. The result is 0 (inactive). (2) The molecule is C(=Cc1ccnc2ccccc12)c1ccc(N=CNc2ccc(C=Cc3ccnc4ccccc34)cc2)cc1. The result is 0 (inactive). (3) The drug is O=P(Nc1ncccn1)(Oc1ccccc1)Oc1ccccc1. The result is 0 (inactive). (4) The drug is N=C1C(=N)c2ccccc2-c2ccccc21. The result is 0 (inactive). (5) The drug is CCOc1ccc(NC(=O)C(=Cc2ccccc2)C(C)=O)cc1. The result is 0 (inactive).